Dataset: NCI-60 drug combinations with 297,098 pairs across 59 cell lines. Task: Regression. Given two drug SMILES strings and cell line genomic features, predict the synergy score measuring deviation from expected non-interaction effect. (1) Drug 1: CC1OCC2C(O1)C(C(C(O2)OC3C4COC(=O)C4C(C5=CC6=C(C=C35)OCO6)C7=CC(=C(C(=C7)OC)O)OC)O)O. Drug 2: CC1C(C(CC(O1)OC2CC(CC3=C2C(=C4C(=C3O)C(=O)C5=C(C4=O)C(=CC=C5)OC)O)(C(=O)C)O)N)O.Cl. Cell line: RPMI-8226. Synergy scores: CSS=58.8, Synergy_ZIP=2.27, Synergy_Bliss=2.85, Synergy_Loewe=1.72, Synergy_HSA=7.70. (2) Drug 1: CC1=C(C=C(C=C1)C(=O)NC2=CC(=CC(=C2)C(F)(F)F)N3C=C(N=C3)C)NC4=NC=CC(=N4)C5=CN=CC=C5. Drug 2: C1CN1C2=NC(=NC(=N2)N3CC3)N4CC4. Cell line: M14. Synergy scores: CSS=28.5, Synergy_ZIP=-1.11, Synergy_Bliss=1.40, Synergy_Loewe=-8.60, Synergy_HSA=2.20.